Task: Predict the reaction yield, written as a fraction of the theoretical maximum amount of product (1.0 means a 100% yield; for example, 0.34 means a 34% yield).. Dataset: Reaction yield outcomes from USPTO patents with 853,638 reactions The reactants are [OH:1][CH2:2][CH2:3][CH:4]1[CH2:8][N:7]([CH2:9][C:10]2[CH:15]=[CH:14][C:13]([O:16][CH3:17])=[CH:12][CH:11]=2)[C:6](=[O:18])[N:5]1[CH3:19].N1C=CC=CC=1.[C:26]1([CH3:46])[CH:31]=[CH:30][C:29]([S:32](O[S:32]([C:29]2[CH:30]=[CH:31][C:26]([CH3:46])=[CH:27][CH:28]=2)(=[O:34])=[O:33])(=[O:34])=[O:33])=[CH:28][CH:27]=1.N#N. The catalyst is C(Cl)Cl. The product is [CH3:17][O:16][C:13]1[CH:14]=[CH:15][C:10]([CH2:9][N:7]2[CH2:8][CH:4]([CH2:3][CH2:2][O:1][S:32]([C:29]3[CH:30]=[CH:31][C:26]([CH3:46])=[CH:27][CH:28]=3)(=[O:34])=[O:33])[N:5]([CH3:19])[C:6]2=[O:18])=[CH:11][CH:12]=1. The yield is 0.920.